Task: Predict the product of the given reaction.. Dataset: Forward reaction prediction with 1.9M reactions from USPTO patents (1976-2016) Given the reactants [CH2:1]([O:3][C:4]([C@@H:6]1[CH2:10][CH:9]([O:11][Si:12]([C:15]([CH3:18])([CH3:17])[CH3:16])([CH3:14])[CH3:13])[CH2:8][C@H:7]1[CH2:19][OH:20])=[O:5])[CH3:2].C(N(CC)CC)C.[C:28]1([CH3:38])[CH:33]=[CH:32][C:31]([S:34](Cl)(=[O:36])=[O:35])=[CH:30][CH:29]=1, predict the reaction product. The product is: [CH2:1]([O:3][C:4]([C@@H:6]1[CH2:10][CH:9]([O:11][Si:12]([C:15]([CH3:16])([CH3:18])[CH3:17])([CH3:13])[CH3:14])[CH2:8][C@H:7]1[CH2:19][O:20][S:34]([C:31]1[CH:32]=[CH:33][C:28]([CH3:38])=[CH:29][CH:30]=1)(=[O:36])=[O:35])=[O:5])[CH3:2].